From a dataset of Catalyst prediction with 721,799 reactions and 888 catalyst types from USPTO. Predict which catalyst facilitates the given reaction. (1) Reactant: C[O:2][C:3]1[CH2:4][C:5]2[CH2:6][C@@H:7]([CH3:24])[C@@H:8]3[C@@H:17]([C:18]=2[CH2:19][CH:20]=1)[CH2:16][CH2:15][C@@:13]1([CH3:14])[C@:9]23[CH2:23][C@@H:10]2[CH2:11][C@H:12]1[CH2:21][OH:22].C(O)(=O)C(O)=O.C(=O)([O-])O.[Na+]. Product: [OH:22][CH2:21][C@@H:12]1[CH2:11][C@H:10]2[CH2:23][C@@:9]32[C@H:8]2[C@H:17]([CH2:16][CH2:15][C@:13]13[CH3:14])[C:18]1[CH2:19][CH2:20][C:3](=[O:2])[CH2:4][C:5]=1[CH2:6][C@H:7]2[CH3:24]. The catalyst class is: 364. (2) Reactant: [Cl:1][C:2]1[C:7]2[O:8][CH2:9][CH2:10][CH2:11][O:12][C:6]=2[CH:5]=[C:4]([CH2:13][NH:14][CH2:15][CH:16]([CH3:18])[CH3:17])[CH:3]=1.[C:19]([O:23][C:24]([N:26]1[CH2:31][CH2:30][S:29][CH:28]([C:32](O)=[O:33])[CH2:27]1)=[O:25])([CH3:22])([CH3:21])[CH3:20].Cl.C(N=C=NCCCN(C)C)C.CC1C=CN=C(N)C=1C. Product: [C:19]([O:23][C:24]([N:26]1[CH2:31][CH2:30][S:29][CH:28]([C:32]([N:14]([CH2:13][C:4]2[CH:3]=[C:2]([Cl:1])[C:7]3[O:8][CH2:9][CH2:10][CH2:11][O:12][C:6]=3[CH:5]=2)[CH2:15][CH:16]([CH3:18])[CH3:17])=[O:33])[CH2:27]1)=[O:25])([CH3:22])([CH3:21])[CH3:20]. The catalyst class is: 46.